Predict the reactants needed to synthesize the given product. From a dataset of Full USPTO retrosynthesis dataset with 1.9M reactions from patents (1976-2016). (1) The reactants are: [Br:1][C:2]1[CH:7]=[C:6]([C:8]([F:11])([F:10])[F:9])[N:5]=[N:4][C:3]=1O.P(Br)(Br)([Br:15])=O.O.C(=O)([O-])O.[Na+]. Given the product [Br:15][C:3]1[N:4]=[N:5][C:6]([C:8]([F:11])([F:10])[F:9])=[CH:7][C:2]=1[Br:1], predict the reactants needed to synthesize it. (2) Given the product [ClH:12].[NH2:13][CH2:14][C:15](=[O:21])[CH2:16][CH2:17][C:18]([O:9][CH2:8][C:7]1[CH:6]=[CH:5][C:4]([CH:1]([CH3:3])[CH3:2])=[CH:11][CH:10]=1)=[O:19], predict the reactants needed to synthesize it. The reactants are: [CH:1]([C:4]1[CH:11]=[CH:10][C:7]([CH2:8][OH:9])=[CH:6][CH:5]=1)([CH3:3])[CH3:2].[ClH:12].[NH2:13][CH2:14][C:15](=[O:21])[CH2:16][CH2:17][C:18](O)=[O:19]. (3) The reactants are: [CH3:1][O:2][C:3]1[CH:12]=[C:11]([NH2:13])[CH:10]=[CH:9][C:4]=1[C:5](OC)=[O:6].Cl.[NH2:15][OH:16].[OH-].[K+]. Given the product [NH2:13][C:11]1[CH:10]=[CH:9][C:4]([C:5]([NH:15][OH:16])=[O:6])=[C:3]([O:2][CH3:1])[CH:12]=1, predict the reactants needed to synthesize it. (4) The reactants are: C([O:4][CH2:5][C@@H:6]1[C@@H:11]([O:12]C(=O)C)[C@H:10]([O:16]C(=O)C)[C@H:9]([O:20]C(=O)C)[C@@H:8]([C:24]2[CH:33]=[CH:32][C:31]3[C:26](=[CH:27][CH:28]=[C:29](OS(C(F)(F)F)(=O)=O)[CH:30]=3)[CH:25]=2)[O:7]1)(=O)C.[Cl:42][C:43]1[CH:44]=[C:45](B(O)O)[CH:46]=[C:47]([Cl:49])[CH:48]=1. Given the product [Cl:42][C:43]1[CH:44]=[C:45]([C:29]2[CH:30]=[C:31]3[C:26](=[CH:27][CH:28]=2)[CH:25]=[C:24]([C@@H:8]2[C@@H:9]([OH:20])[C@@H:10]([OH:16])[C@H:11]([OH:12])[C@@H:6]([CH2:5][OH:4])[O:7]2)[CH:33]=[CH:32]3)[CH:46]=[C:47]([Cl:49])[CH:48]=1, predict the reactants needed to synthesize it. (5) Given the product [CH3:1][C:2]1[CH:8]=[C:7]([CH3:9])[CH:6]=[C:5]([CH3:10])[C:3]=1[N:4]=[C:11]([C:15]1[CH:20]=[CH:19][CH:18]=[CH:17][CH:16]=1)[CH2:12][CH3:13], predict the reactants needed to synthesize it. The reactants are: [CH3:1][C:2]1[CH:8]=[C:7]([CH3:9])[CH:6]=[C:5]([CH3:10])[C:3]=1[NH2:4].[C:11]([C:15]1[CH:20]=[CH:19][CH:18]=[CH:17][CH:16]=1)(=O)[CH2:12][CH3:13].CC1C=CC(S(O)(=O)=O)=CC=1.